From a dataset of Full USPTO retrosynthesis dataset with 1.9M reactions from patents (1976-2016). Predict the reactants needed to synthesize the given product. (1) Given the product [C:1]([NH:7][C:8]1[CH:13]=[CH:12][C:11]([Cl:14])=[C:10]([O:15][CH3:16])[C:9]=1[Br:24])(=[O:6])[C:2]([CH3:5])([CH3:4])[CH3:3], predict the reactants needed to synthesize it. The reactants are: [C:1]([NH:7][C:8]1[CH:13]=[CH:12][C:11]([Cl:14])=[C:10]([O:15][CH3:16])[CH:9]=1)(=[O:6])[C:2]([CH3:5])([CH3:4])[CH3:3].C([Li])CCC.C(Br)C[Br:24]. (2) Given the product [F:1][C:2]1[C:11]2=[CH:12][C:13]([F:15])=[CH:14][C:9]3=[C:10]2[C:4](=[N:5][NH:6][C:7]2[C:8]3=[CH:16][N:17]([CH3:26])[CH2:18][C:19]=2[C:20]2[CH2:21][CH2:22][N:23]([S:35]([CH3:34])(=[O:37])=[O:36])[CH2:24][CH:25]=2)[CH:3]=1, predict the reactants needed to synthesize it. The reactants are: [F:1][C:2]1[C:11]2=[CH:12][C:13]([F:15])=[CH:14][C:9]3=[C:10]2[C:4](=[N:5][NH:6][C:7]2[C:8]3=[CH:16][N:17]([CH3:26])[CH2:18][C:19]=2[C:20]2[CH2:21][CH2:22][NH:23][CH2:24][CH:25]=2)[CH:3]=1.C(N(CC)CC)C.[CH3:34][S:35](Cl)(=[O:37])=[O:36].